Dataset: Peptide-MHC class II binding affinity with 134,281 pairs from IEDB. Task: Regression. Given a peptide amino acid sequence and an MHC pseudo amino acid sequence, predict their binding affinity value. This is MHC class II binding data. (1) The peptide sequence is GKIDFLNNYALFLSP. The MHC is DRB1_1302 with pseudo-sequence DRB1_1302. The binding affinity (normalized) is 1.00. (2) The peptide sequence is PRCWLIRNGSYLNTS. The MHC is DRB5_0101 with pseudo-sequence DRB5_0101. The binding affinity (normalized) is 0.749. (3) The peptide sequence is EKYYFAATQFEPLAA. The MHC is HLA-DQA10101-DQB10501 with pseudo-sequence HLA-DQA10101-DQB10501. The binding affinity (normalized) is 0.537. (4) The peptide sequence is AAQFPFNASDSVGQQ. The MHC is DRB3_0101 with pseudo-sequence DRB3_0101. The binding affinity (normalized) is 0.117. (5) The binding affinity (normalized) is 0.556. The peptide sequence is EIYNMVKFRMIAGQE. The MHC is HLA-DPA10103-DPB10401 with pseudo-sequence HLA-DPA10103-DPB10401. (6) The peptide sequence is ERGYVKLEGRVIDLG. The MHC is DRB1_0301 with pseudo-sequence DRB1_0301. The binding affinity (normalized) is 0.588. (7) The peptide sequence is VMGDTAWDFSSAGGF. The MHC is DRB3_0202 with pseudo-sequence DRB3_0202. The binding affinity (normalized) is 0.